Dataset: Peptide-MHC class I binding affinity with 185,985 pairs from IEDB/IMGT. Task: Regression. Given a peptide amino acid sequence and an MHC pseudo amino acid sequence, predict their binding affinity value. This is MHC class I binding data. (1) The peptide sequence is RDWAHNGL. The MHC is HLA-B44:02 with pseudo-sequence HLA-B44:02. The binding affinity (normalized) is 0.319. (2) The peptide sequence is RVWRGEQGK. The MHC is HLA-A11:01 with pseudo-sequence HLA-A11:01. The binding affinity (normalized) is 0.630. (3) The peptide sequence is LDEWSVATFY. The MHC is HLA-A01:01 with pseudo-sequence HLA-A01:01. The binding affinity (normalized) is 0.281. (4) The peptide sequence is RSVWIPGRW. The MHC is HLA-A02:03 with pseudo-sequence HLA-A02:03. The binding affinity (normalized) is 0.0847. (5) The peptide sequence is IIMRRFFYF. The MHC is HLA-B83:01 with pseudo-sequence HLA-B83:01. The binding affinity (normalized) is 0.213. (6) The peptide sequence is PSYQLPLPM. The MHC is HLA-A26:01 with pseudo-sequence HLA-A26:01. The binding affinity (normalized) is 0.0847. (7) The peptide sequence is RPNNNTRKSI. The MHC is HLA-A02:01 with pseudo-sequence HLA-A02:01. The binding affinity (normalized) is 0. (8) The peptide sequence is SPRSRNRSF. The MHC is HLA-B27:05 with pseudo-sequence HLA-B27:05. The binding affinity (normalized) is 0.0847.